From a dataset of Peptide-MHC class II binding affinity with 134,281 pairs from IEDB. Regression. Given a peptide amino acid sequence and an MHC pseudo amino acid sequence, predict their binding affinity value. This is MHC class II binding data. The peptide sequence is LSQLQTYMIQFDQYI. The MHC is HLA-DPA10301-DPB10402 with pseudo-sequence HLA-DPA10301-DPB10402. The binding affinity (normalized) is 0.405.